Dataset: Catalyst prediction with 721,799 reactions and 888 catalyst types from USPTO. Task: Predict which catalyst facilitates the given reaction. (1) Reactant: [CH:1]1[CH:10]=[C:9]([OH:11])[CH:8]=[C:7]2[C:2]=1[CH:3]1[O:14][C:13]3[CH:15]=[CH:16][CH:17]=[CH:18][C:12]=3[CH:4]1[CH2:5][O:6]2.[H-].[Na+].[CH:21](I)([CH3:23])[CH3:22].Cl. The catalyst class is: 18. Product: [CH:21]([O:11][C:9]1[CH:8]=[C:7]2[C:2]([CH:3]3[O:14][C:13]4[CH:15]=[CH:16][CH:17]=[CH:18][C:12]=4[CH:4]3[CH2:5][O:6]2)=[CH:1][CH:10]=1)([CH3:23])[CH3:22]. (2) Reactant: [F:1][C:2]1[CH:3]=[C:4]([CH:12]2[CH2:17][CH:16]([C:18]3[O:22][NH:21][C:20](=[O:23])[CH:19]=3)[CH2:15][CH2:14][N:13]2[C:24]([O:26][CH3:27])=[O:25])[CH:5]=[CH:6][C:7]=1[C:8]([F:11])([F:10])[F:9].CCCCCCC.CC(O)C. Product: [F:1][C:2]1[CH:3]=[C:4]([C@H:12]2[CH2:17][C@@H:16]([C:18]3[O:22][NH:21][C:20](=[O:23])[CH:19]=3)[CH2:15][CH2:14][N:13]2[C:24]([O:26][CH3:27])=[O:25])[CH:5]=[CH:6][C:7]=1[C:8]([F:11])([F:9])[F:10].[F:1][C:2]1[CH:3]=[C:4]([C@@H:12]2[CH2:17][C@H:16]([C:18]3[O:22][NH:21][C:20](=[O:23])[CH:19]=3)[CH2:15][CH2:14][N:13]2[C:24]([O:26][CH3:27])=[O:25])[CH:5]=[CH:6][C:7]=1[C:8]([F:11])([F:9])[F:10]. The catalyst class is: 10. (3) Reactant: [NH2:1][C:2]1[S:6][C:5]2[CH:7]=[CH:8][CH:9]=[CH:10][C:4]=2[C:3]=1[C:11]#[N:12].F[C:14]1[CH:19]=[C:18]([F:20])[C:17]([F:21])=[CH:16][C:15]=1[N+:22]([O-:24])=[O:23].[H-].[Na+]. Product: [F:21][C:17]1[C:18]([F:20])=[CH:19][C:14]([NH:1][C:2]2[S:6][C:5]3[CH:7]=[CH:8][CH:9]=[CH:10][C:4]=3[C:3]=2[C:11]#[N:12])=[C:15]([N+:22]([O-:24])=[O:23])[CH:16]=1. The catalyst class is: 1. (4) Reactant: [OH:1][C@H:2]1[CH2:19][CH2:18][C@@:17]2([CH3:20])[C@@H:4]([CH2:5][CH2:6][C@:7]3([CH3:46])[C@@H:16]2[CH2:15][CH2:14][C@H:13]2[C@@:8]3([CH3:45])[CH2:9][CH2:10][C@@:11]3([C:27]([N:29]4[CH2:33][CH2:32][CH2:31][C@H:30]4[C:34]4[NH:35][C:36]([C:39]5[CH:40]=[N:41][CH:42]=[CH:43][CH:44]=5)=[CH:37][N:38]=4)=[O:28])[CH2:23][CH2:22][C@@H:21]([C:24]([CH3:26])=[CH2:25])[C@@H:12]32)[C:3]1([CH3:48])[CH3:47].ClC1C=C(Cl)C=C(Cl)C=1C([O:54][C:55]([C@H:57]1[CH2:60][C@@H:59]([C:61](OCC2C=CC=CC=2)=[O:62])[C:58]1([CH3:72])[CH3:71])=[O:56])=O. Product: [CH3:71][C:58]1([CH3:72])[CH:59]([C:61]([O:1][C@H:2]2[CH2:19][CH2:18][C@@:17]3([CH3:20])[C@@H:4]([CH2:5][CH2:6][C@:7]4([CH3:46])[C@@H:16]3[CH2:15][CH2:14][C@H:13]3[C@@:8]4([CH3:45])[CH2:9][CH2:10][C@@:11]4([C:27]([N:29]5[CH2:33][CH2:32][CH2:31][C@H:30]5[C:34]5[NH:35][C:36]([C:39]6[CH:40]=[N:41][CH:42]=[CH:43][CH:44]=6)=[CH:37][N:38]=5)=[O:28])[CH2:23][CH2:22][C@@H:21]([C:24]([CH3:26])=[CH2:25])[C@@H:12]43)[C:3]2([CH3:48])[CH3:47])=[O:62])[CH2:60][CH:57]1[C:55]([OH:56])=[O:54]. The catalyst class is: 383. (5) Reactant: [N+:1]([C:4]1[C:5]([O:19][C:20]2[CH:21]=[C:22]([CH:25]=[CH:26][CH:27]=2)[C:23]#[N:24])=[N:6][C:7]([O:10][C:11]2[CH:12]=[C:13]([CH:16]=[CH:17][CH:18]=2)[C:14]#[N:15])=[CH:8][CH:9]=1)([O-])=O.[H][H]. Product: [NH2:1][C:4]1[C:5]([O:19][C:20]2[CH:21]=[C:22]([CH:25]=[CH:26][CH:27]=2)[C:23]#[N:24])=[N:6][C:7]([O:10][C:11]2[CH:12]=[C:13]([CH:16]=[CH:17][CH:18]=2)[C:14]#[N:15])=[CH:8][CH:9]=1. The catalyst class is: 696. (6) Reactant: C(OC([NH:8][C@@H:9]([CH2:42][C:43]1[CH:48]=[CH:47][CH:46]=[CH:45][CH:44]=1)[CH2:10][C@@H:11]1[O:15]C(C)(C)[N:13]([C:18]([O:20][CH2:21][C:22]2[CH:27]=[CH:26][CH:25]=[CH:24][CH:23]=2)=[O:19])[C@H:12]1[CH2:28][C:29]1[CH:34]=[CH:33][C:32]([C:35]2[CH:36]=[N:37][C:38]([CH3:41])=[CH:39][CH:40]=2)=[CH:31][CH:30]=1)=O)(C)(C)C.CO.Cl. Product: [NH2:8][C@@H:9]([CH2:42][C:43]1[CH:44]=[CH:45][CH:46]=[CH:47][CH:48]=1)[CH2:10][C@H:11]([OH:15])[C@@H:12]([NH:13][C:18](=[O:19])[O:20][CH2:21][C:22]1[CH:23]=[CH:24][CH:25]=[CH:26][CH:27]=1)[CH2:28][C:29]1[CH:30]=[CH:31][C:32]([C:35]2[CH:36]=[N:37][C:38]([CH3:41])=[CH:39][CH:40]=2)=[CH:33][CH:34]=1. The catalyst class is: 1.